Dataset: Catalyst prediction with 721,799 reactions and 888 catalyst types from USPTO. Task: Predict which catalyst facilitates the given reaction. Reactant: [Br:1][C:2]1[CH:3]=[N:4][C:5]([N:12]([CH:15]2[CH2:20][CH2:19][CH2:18][CH2:17][CH2:16]2)[CH2:13][CH3:14])=[C:6]([CH:11]=1)[C:7](OC)=[O:8].[H-].[H-].[H-].[H-].[Li+].[Al+3]. Product: [Br:1][C:2]1[CH:11]=[C:6]([CH2:7][OH:8])[C:5]([N:12]([CH:15]2[CH2:16][CH2:17][CH2:18][CH2:19][CH2:20]2)[CH2:13][CH3:14])=[N:4][CH:3]=1. The catalyst class is: 54.